Dataset: Drug-target binding data from BindingDB using IC50 measurements. Task: Regression. Given a target protein amino acid sequence and a drug SMILES string, predict the binding affinity score between them. We predict pIC50 (pIC50 = -log10(IC50 in M); higher means more potent). Dataset: bindingdb_ic50. The drug is O=C1NC(=O)C(=Cc2ccc(Sc3ccc(Cl)cc3)c([N+](=O)[O-])c2)C(=O)N1. The target protein (Q9RI12) has sequence MKSVKIMGTMPPSISLAKAHERISQHWQNPVGELNIGGKRYRIIDNQVLRLNPHSGFSLFREGVGKIFSGKMFNFSIARNLTDTLHAAQKTTSQELRSDIPNALSNLFGAKPQTELPLGWKGEPLSGAPDLEGMRVAETDKFAEGESHISIIETKDKQRLVAKIERSIAEGHLFAELEAYKHIYKTAGKHPNLANVHGMAVVPYGNRKEEALLMDEVDGWRCSDTLRTLADSWKQGKINSEAYWGTIKFIAHRLLDVTNHLAKAGVVHNDIKPGNVVFDRASGEPVVIDLGLHSRSGEQPKGFTESFKAPELGVGNLGASEKSDVFLVVSTLLHCIEGFEKNPEIKPNQGLRFITSEPAHVMDENGYPIHRPGIAGVETAYTRFITDILGVSADSRPDSNEARLHEFLSDGTIDEESAKQILKDTLTGEMSPLSTDVRRITPKKLRELSDLLRTHLSSAATKQLDMGGVLSDLDTMLVALDKAEREGGVDKDQLKSFNSL.... The pIC50 is 5.2.